Dataset: Catalyst prediction with 721,799 reactions and 888 catalyst types from USPTO. Task: Predict which catalyst facilitates the given reaction. (1) The catalyst class is: 3. Reactant: [O:1]=[C:2]1[CH2:13][CH2:12][CH:11]=[CH:10][CH2:9][C@@H:8]([NH:14][C:15](=[O:17])[CH3:16])[C:7](=[O:18])[O:6][CH2:5][C@@H:4]([C:19]2[CH:24]=[CH:23][CH:22]=[CH:21][CH:20]=2)[NH:3]1.I[CH3:26].[H-].[Na+]. Product: [O:1]=[C:2]1[CH2:13][CH2:12][CH:11]=[CH:10][CH2:9][C@@H:8]([N:14]([CH3:26])[C:15](=[O:17])[CH3:16])[C:7](=[O:18])[O:6][CH2:5][C@@H:4]([C:19]2[CH:24]=[CH:23][CH:22]=[CH:21][CH:20]=2)[NH:3]1. (2) Reactant: [C:1]([NH2:4])(=O)[CH3:2].O=P(Cl)(Cl)Cl.[BH4-].[Na+].[C:12]1([CH3:18])[CH:17]=[CH:16][CH:15]=[CH:14][CH:13]=1. Product: [CH2:18]1[C:12]2[C:13](=[CH:14][CH:15]=[CH:16][CH:17]=2)[CH2:2][CH2:1][NH:4]1. The catalyst class is: 8. (3) Reactant: [NH2:1][C:2]([NH2:4])=[O:3].[O-]CC.[Na+].[CH3:9][O:10][C:11]1[CH:12]=[C:13]([CH2:19][CH:20]([C:24]2[CH:29]=[CH:28][C:27]([O:30][C:31]3[CH:36]=[CH:35][C:34]([CH2:37][CH2:38][C:39](OCC)=[O:40])=[CH:33][CH:32]=3)=[CH:26][CH:25]=2)[C:21]([OH:23])=[O:22])[CH:14]=[C:15]([O:17][CH3:18])[CH:16]=1. Product: [CH3:18][O:17][C:15]1[CH:14]=[C:13]([CH2:19][CH:20]([C:24]2[CH:29]=[CH:28][C:27]([O:30][C:31]3[CH:32]=[CH:33][C:34]([CH2:37][CH2:38][C:39](=[O:40])[NH:1][C:2]([NH2:4])=[O:3])=[CH:35][CH:36]=3)=[CH:26][CH:25]=2)[C:21]([OH:23])=[O:22])[CH:12]=[C:11]([O:10][CH3:9])[CH:16]=1. The catalyst class is: 8. (4) Reactant: Cl[C:2]1[N:7]=[C:6]([O:8][CH3:9])[CH:5]=[CH:4][N:3]=1.[F:10][C:11]1[CH:12]=[CH:13][C:14]2[N:15]([CH:17]=[CH:18][N:19]=2)[CH:16]=1.COC1C=CN=C(C2N3C=C(C#N)C=CC3=NC=2)N=1. Product: [F:10][C:11]1[CH:12]=[CH:13][C:14]2[N:15]([C:17]([C:2]3[N:7]=[C:6]([O:8][CH3:9])[CH:5]=[CH:4][N:3]=3)=[CH:18][N:19]=2)[CH:16]=1. The catalyst class is: 13. (5) Reactant: BrC1C=CC(S(O[CH2:12][CH2:13][O:14][CH:15]2[CH2:20][CH2:19][CH2:18][CH2:17][CH2:16]2)(=O)=O)=CC=1.[I-:21].[Na+]. Product: [CH:15]1([O:14][CH2:13][CH2:12][I:21])[CH2:20][CH2:19][CH2:18][CH2:17][CH2:16]1. The catalyst class is: 21.